From a dataset of Full USPTO retrosynthesis dataset with 1.9M reactions from patents (1976-2016). Predict the reactants needed to synthesize the given product. (1) Given the product [Cl:1][C:2]1[N:3]=[C:4]([N:26]2[CH2:27][CH2:28][O:29][CH2:30][CH2:31]2)[C:5]2[S:10][C:9]([CH2:11][N:12]3[CH2:13][CH2:38][CH2:39][CH:34]([N:33]([CH3:40])[CH3:32])[CH2:17]3)=[CH:8][C:6]=2[N:7]=1, predict the reactants needed to synthesize it. The reactants are: [Cl:1][C:2]1[N:3]=[C:4]([N:26]2[CH2:31][CH2:30][O:29][CH2:28][CH2:27]2)[C:5]2[S:10][C:9]([CH2:11][N:12]3[CH2:17]CN(C(C)(C)C(N(C)C)=O)C[CH2:13]3)=[CH:8][C:6]=2[N:7]=1.[CH3:32][N:33]([CH3:40])[CH:34]1[CH2:39][CH2:38]CNC1. (2) Given the product [C:20]([C:19]1[CH:22]=[CH:23][C:16]([NH:15][CH:13]([C:5]2[CH:4]=[C:3]([CH2:1][CH3:2])[C:11]3[O:10][CH:9]=[C:8]([CH3:12])[C:7]=3[CH:6]=2)[C:42]([O:41][CH3:44])=[O:25])=[CH:17][CH:18]=1)#[N:21], predict the reactants needed to synthesize it. The reactants are: [CH2:1]([C:3]1[C:11]2[O:10][CH:9]=[C:8]([CH3:12])[C:7]=2[CH:6]=[C:5]([CH:13]=O)[CH:4]=1)[CH3:2].[NH2:15][C:16]1[CH:23]=[CH:22][C:19]([C:20]#[N:21])=[CH:18][CH:17]=1.S(C[N+]#[C-])(C1C=CC(C)=CC=1)(=O)=[O:25].B(F)(F)F.[O:41]([CH2:44]C)[CH2:42]C. (3) Given the product [F:13][C:2]([F:1])([F:12])[C:3]1[CH:4]=[CH:5][C:6]([S:9]([C:16]2[CH:24]=[CH:23][C:22]3[N:21]([CH3:25])[C:20]4[CH2:26][CH:27]5[NH:31][CH:30]([C:19]=4[C:18]=3[C:17]=2[C:32]([O:34][C:35]([CH3:38])([CH3:37])[CH3:36])=[O:33])[CH2:29][CH2:28]5)(=[O:11])=[O:10])=[CH:7][CH:8]=1, predict the reactants needed to synthesize it. The reactants are: [F:1][C:2]([F:13])([F:12])[C:3]1[CH:8]=[CH:7][C:6]([S:9]([O-:11])=[O:10])=[CH:5][CH:4]=1.[Na+].Br[C:16]1[CH:24]=[CH:23][C:22]2[N:21]([CH3:25])[C:20]3[CH2:26][CH:27]4[NH:31][CH:30]([C:19]=3[C:18]=2[C:17]=1[C:32]([O:34][C:35]([CH3:38])([CH3:37])[CH3:36])=[O:33])[CH2:29][CH2:28]4. (4) Given the product [Cl:1][C:2]1[C:3]([C:11]#[N:12])=[C:4]([C:8]([NH:13][C@@H:14]2[CH2:19][CH2:18][N:17]([C:20]([O:22][CH2:23][CH3:24])=[O:21])[CH2:16][C@@H:15]2[O:25][CH2:26][CH:27]=[CH2:28])=[O:10])[NH:5][C:6]=1[CH3:7], predict the reactants needed to synthesize it. The reactants are: [Cl:1][C:2]1[C:3]([C:11]#[N:12])=[C:4]([C:8]([OH:10])=O)[NH:5][C:6]=1[CH3:7].[NH2:13][C@@H:14]1[CH2:19][CH2:18][N:17]([C:20]([O:22][CH2:23][CH3:24])=[O:21])[CH2:16][C@@H:15]1[O:25][CH2:26][CH:27]=[CH2:28].C1C=CC2N(O)N=NC=2C=1.CN1CCOCC1.CCN=C=NCCCN(C)C.Cl. (5) Given the product [CH:4](=[O:12])[C:5]([C:6]1[CH:7]=[CH:8][CH:9]=[CH:10][CH:11]=1)=[CH2:15], predict the reactants needed to synthesize it. The reactants are: O([C:4]([O:12]CC)=[CH:5][C:6]1[CH:11]=[CH:10][CH:9]=[CH:8][CH:7]=1)CC.[CH:15](O)=O.